This data is from Peptide-MHC class II binding affinity with 134,281 pairs from IEDB. The task is: Regression. Given a peptide amino acid sequence and an MHC pseudo amino acid sequence, predict their binding affinity value. This is MHC class II binding data. The peptide sequence is SGMAEATSLDTMAQM. The MHC is DRB1_1501 with pseudo-sequence DRB1_1501. The binding affinity (normalized) is 0.0883.